Task: Predict the reaction yield, written as a fraction of the theoretical maximum amount of product (1.0 means a 100% yield; for example, 0.34 means a 34% yield).. Dataset: Reaction yield outcomes from USPTO patents with 853,638 reactions (1) The reactants are C[O:2][C:3](=[O:19])[C:4]1[CH:9]=[C:8]([S:10]([CH3:13])(=[O:12])=[O:11])[CH:7]=[CH:6][C:5]=1[O:14][C:15]([CH3:18])([CH3:17])[CH3:16].O.[OH-].[Li+]. The catalyst is C1COCC1.O. The product is [C:15]([O:14][C:5]1[CH:6]=[CH:7][C:8]([S:10]([CH3:13])(=[O:12])=[O:11])=[CH:9][C:4]=1[C:3]([OH:19])=[O:2])([CH3:18])([CH3:17])[CH3:16]. The yield is 0.670. (2) The reactants are C(OC(=O)[N:7]([S:13]([C:16]1[CH:21]=[CH:20][C:19](F)=[CH:18][CH:17]=1)(=[O:15])=[O:14])[C:8]1[S:9][CH:10]=[CH:11][N:12]=1)(C)(C)C.C([Li])CCC.[O:29]1[CH:33]=[CH:32][C:31]([C:34]2[N:41]=[CH:40][CH:39]=[CH:38][C:35]=2[CH:36]=[O:37])=[CH:30]1.Cl. The catalyst is O1CCCC1.O.C(OCC)(=O)C. The product is [O:29]1[CH:33]=[CH:32][C:31]([C:34]2[C:35]([CH:36]([OH:37])[C:19]3[CH:18]=[CH:17][C:16]([S:13]([NH:7][C:8]4[S:9][CH:10]=[CH:11][N:12]=4)(=[O:14])=[O:15])=[CH:21][CH:20]=3)=[CH:38][CH:39]=[CH:40][N:41]=2)=[CH:30]1. The yield is 0.0520. (3) The catalyst is C1C=CC(P(C2C=CC=CC=2)[C-]2C=CC=C2)=CC=1.C1C=CC(P(C2C=CC=CC=2)[C-]2C=CC=C2)=CC=1.Cl[Pd]Cl.[Fe+2].C(Cl)Cl.COCCOC. The reactants are CC1(C)C(C)(C)OB([C:9]2[CH:10]=[C:11]3[C:16](=[CH:17][CH:18]=2)[N:15]=[CH:14][CH:13]=[C:12]3[N:19]2[CH2:24][CH2:23][CH2:22][C@H:21]([NH:25][C:26](=[O:32])[O:27][C:28]([CH3:31])([CH3:30])[CH3:29])[CH2:20]2)O1.[CH2:34]([O:41][C:42]1[CH:47]=[CH:46][N:45]=[C:44](Cl)[N:43]=1)[C:35]1[CH:40]=[CH:39][CH:38]=[CH:37][CH:36]=1.C([O-])([O-])=O.[Na+].[Na+]. The product is [CH2:34]([O:41][C:42]1[CH:47]=[CH:46][N:45]=[C:44]([C:9]2[CH:10]=[C:11]3[C:16](=[CH:17][CH:18]=2)[N:15]=[CH:14][CH:13]=[C:12]3[N:19]2[CH2:24][CH2:23][CH2:22][C@H:21]([NH:25][C:26](=[O:32])[O:27][C:28]([CH3:29])([CH3:30])[CH3:31])[CH2:20]2)[N:43]=1)[C:35]1[CH:36]=[CH:37][CH:38]=[CH:39][CH:40]=1. The yield is 0.880.